This data is from Catalyst prediction with 721,799 reactions and 888 catalyst types from USPTO. The task is: Predict which catalyst facilitates the given reaction. (1) Reactant: [CH2:1]([N:6]1[C:10]2=[N:11][CH:12]=[CH:13][CH:14]=[C:9]2[C:8](=[O:15])[C:7]1=[O:16])[CH2:2][CH2:3][CH2:4][CH3:5].[CH2:17]1[O:25][C:24]2[CH:23]=[CH:22][C:21](Br)=[CH:20][C:19]=2[O:18]1. Product: [O:18]1[C:19]2[CH:20]=[CH:21][C:22]([C:8]3([OH:15])[C:9]4[C:10](=[N:11][CH:12]=[CH:13][CH:14]=4)[N:6]([CH2:1][CH2:2][CH2:3][CH2:4][CH3:5])[C:7]3=[O:16])=[CH:23][C:24]=2[O:25][CH2:17]1. The catalyst class is: 1. (2) Reactant: [OH:1][B:2]1[C@@H:7]([S:8][C:9]2[N:13]([CH3:14])[CH:12]=[N:11][N:10]=2)[CH2:6][C:5]2[CH:15]=[CH:16][CH:17]=[C:18]([C:19]([OH:21])=[O:20])[C:4]=2[O:3]1.[C:22](=[O:30])([O:26][CH:27]([CH3:29])[CH3:28])[O:23][CH2:24]Cl.C([O-])([O-])=O.[K+].[K+]. Product: [OH:1][B:2]1[C@@H:7]([S:8][C:9]2[N:13]([CH3:14])[CH:12]=[N:11][N:10]=2)[CH2:6][C:5]2[CH:15]=[CH:16][CH:17]=[C:18]([C:19]([O:21][CH2:24][O:23][C:22]([O:26][CH:27]([CH3:29])[CH3:28])=[O:30])=[O:20])[C:4]=2[O:3]1. The catalyst class is: 3. (3) Reactant: [C:1]1([S:11]([C:14]2[C:22]3[C:17](=[CH:18][CH:19]=[C:20]([O:23][CH2:24][CH2:25][CH2:26]OS(C4C=CC(C)=CC=4)(=O)=O)[CH:21]=3)[NH:16][N:15]=2)(=[O:13])=[O:12])[C:10]2[C:5](=[CH:6][CH:7]=[CH:8][CH:9]=2)[CH:4]=[CH:3][CH:2]=1.[CH:38]1([NH2:41])[CH2:40][CH2:39]1. Product: [CH:38]1([NH:41][CH2:26][CH2:25][CH2:24][O:23][C:20]2[CH:21]=[C:22]3[C:17](=[CH:18][CH:19]=2)[NH:16][N:15]=[C:14]3[S:11]([C:1]2[C:10]3[C:5](=[CH:6][CH:7]=[CH:8][CH:9]=3)[CH:4]=[CH:3][CH:2]=2)(=[O:12])=[O:13])[CH2:40][CH2:39]1. The catalyst class is: 1. (4) Reactant: [CH3:1][O:2][C:3]1[C:8]2[C:9](=[O:18])[NH:10][N:11]([CH:12]3[CH2:17][CH2:16][CH2:15][O:14][CH2:13]3)[C:7]=2[CH:6]=[CH:5][N:4]=1.N1C=CC=CC=1.[F:25][C:26]([F:39])([F:38])[S:27](O[S:27]([C:26]([F:39])([F:38])[F:25])(=[O:29])=[O:28])(=[O:29])=[O:28].[Cl-].[NH4+]. Product: [F:25][C:26]([F:39])([F:38])[S:27]([O:18][C:9]1[C:8]2[C:3]([O:2][CH3:1])=[N:4][CH:5]=[CH:6][C:7]=2[N:11]([CH:12]2[CH2:17][CH2:16][CH2:15][O:14][CH2:13]2)[N:10]=1)(=[O:29])=[O:28]. The catalyst class is: 10. (5) Reactant: [Cl:1][C:2]1[CH:8]=[C:7]([O:9][C:10]2[C:19]3[C:14](=[CH:15][C:16]([O:22][CH3:23])=[C:17]([O:20][CH3:21])[CH:18]=3)[N:13]=[CH:12][N:11]=2)[CH:6]=[CH:5][C:3]=1[NH2:4].[C:24]1(C)C=CC=CC=1.C(N([CH2:36][CH3:37])CC)C.Cl[C:39](Cl)([O:41][C:42](=[O:48])OC(Cl)(Cl)Cl)Cl.[Br:50][C:51](O)([CH3:58])[C:52]1C=CC=C[CH:53]=1. Product: [Cl:1][C:2]1[CH:8]=[C:7]([O:9][C:10]2[C:19]3[C:14](=[CH:15][C:16]([O:22][CH3:23])=[C:17]([O:20][CH3:21])[CH:18]=3)[N:13]=[CH:12][N:11]=2)[CH:6]=[CH:5][C:3]=1[NH:4][C:42](=[O:48])[O:41][CH:39]([C:37]1[CH:36]=[CH:53][CH:52]=[C:51]([Br:50])[CH:58]=1)[CH3:24]. The catalyst class is: 2.